Dataset: NCI-60 drug combinations with 297,098 pairs across 59 cell lines. Task: Regression. Given two drug SMILES strings and cell line genomic features, predict the synergy score measuring deviation from expected non-interaction effect. Drug 1: CC1=C(C=C(C=C1)NC(=O)C2=CC=C(C=C2)CN3CCN(CC3)C)NC4=NC=CC(=N4)C5=CN=CC=C5. Drug 2: CC(C)NC(=O)C1=CC=C(C=C1)CNNC.Cl. Cell line: DU-145. Synergy scores: CSS=-8.54, Synergy_ZIP=3.97, Synergy_Bliss=-0.195, Synergy_Loewe=-1.66, Synergy_HSA=-5.78.